This data is from Catalyst prediction with 721,799 reactions and 888 catalyst types from USPTO. The task is: Predict which catalyst facilitates the given reaction. (1) Reactant: [H-].[Li+].[NH:3]1[CH:7]=[CH:6][N:5]=[CH:4]1.[N-]1C=CN=C1.[Li+].Cl[CH2:15][C:16]([O:18][CH3:19])=[O:17]. Product: [N:3]1([CH2:15][C:16]([O:18][CH3:19])=[O:17])[CH:7]=[CH:6][N:5]=[CH:4]1. The catalyst class is: 7. (2) Reactant: [CH3:1][C:2]1[C:10]2[C:5](=[CH:6][CH:7]=[C:8](/[CH:11]=[C:12](/[C:14](=O)[CH3:15])\[CH3:13])[CH:9]=2)[NH:4][N:3]=1.[N:17]([O-])=O.[O:20]1[C:24]([NH2:25])=[CH:23][CH:22]=[N:21]1. Product: [CH3:15][C:14]1[NH:25][C:24]2[O:20][N:21]=[CH:22][C:23]=2[CH:11]([C:8]2[CH:9]=[C:10]3[C:5](=[CH:6][CH:7]=2)[NH:4][N:3]=[C:2]3[CH3:1])[C:12]=1[C:13]#[N:17]. The catalyst class is: 41. (3) The catalyst class is: 1. Product: [N:19]1([S:16]([C:9]2[CH:8]=[CH:7][C:6]([OH:5])=[C:15]3[C:10]=2[CH:11]=[CH:12][CH:13]=[N:14]3)(=[O:18])=[O:17])[CH2:23][CH2:22][CH2:21][CH2:20]1. Reactant: C[Si](C)(C)CC[O:5][C:6]1[CH:7]=[CH:8][C:9]([S:16]([N:19]2[CH2:23][CH2:22][CH2:21][CH2:20]2)(=[O:18])=[O:17])=[C:10]2[C:15]=1[N:14]=[CH:13][CH:12]=[CH:11]2.[F-].C([N+](CCCC)(CCCC)CCCC)CCC.